From a dataset of Experimentally validated miRNA-target interactions with 360,000+ pairs, plus equal number of negative samples. Binary Classification. Given a miRNA mature sequence and a target amino acid sequence, predict their likelihood of interaction. The miRNA is mmu-miR-129-2-3p with sequence AAGCCCUUACCCCAAAAAGCAU. The protein sequence of the target gene is MELPAVNLKVILLVHWLLTTWGCLVFSSSYAWGNFTILALGVWAVAQRDSIDAIGMFLGGLVATIFLDIIYISIFYSSVATGDTGRFGAGMAILSLLLKPFSCCLVYHMHRERGGELPLRPDFFGPSQEHSAYQTIDSSSDAAADPFASLENKGQAVPRGY. Result: 1 (interaction).